The task is: Predict the reactants needed to synthesize the given product.. This data is from Full USPTO retrosynthesis dataset with 1.9M reactions from patents (1976-2016). (1) Given the product [Cl:18][CH:2]([CH2:1][CH2:6]/[CH:11]=[CH:10]\[CH2:14][CH3:15])[CH:3]=[O:4], predict the reactants needed to synthesize it. The reactants are: [CH2:1]1[C:6](=O)N(Cl)[C:3](=[O:4])[CH2:2]1.N1C[CH2:15][CH2:14][C@H:10]1[C:11](O)=O.C(Cl)[Cl:18]. (2) Given the product [Cl:1][C:2]1[CH:7]=[C:6]([O:8][CH:10]2[CH2:12][CH2:11]2)[CH:5]=[CH:4][N:3]=1, predict the reactants needed to synthesize it. The reactants are: [Cl:1][C:2]1[CH:7]=[C:6]([OH:8])[CH:5]=[CH:4][N:3]=1.Br[CH:10]1[CH2:12][CH2:11]1.[Na+].[I-].C([O-])([O-])=O.[Cs+].[Cs+]. (3) Given the product [NH2:4][C:5]1[CH:14]=[C:13]2[C:8]([CH:9]=[CH:10][C:11]([S:15]([NH:18][C:19]3[CH:20]=[CH:21][C:22]([Cl:28])=[C:23]([CH:27]=3)[C:24]([OH:26])=[O:25])(=[O:17])=[O:16])=[CH:12]2)=[CH:7][CH:6]=1, predict the reactants needed to synthesize it. The reactants are: C([NH:4][C:5]1[CH:14]=[C:13]2[C:8]([CH:9]=[CH:10][C:11]([S:15]([NH:18][C:19]3[CH:20]=[CH:21][C:22]([Cl:28])=[C:23]([CH:27]=3)[C:24]([OH:26])=[O:25])(=[O:17])=[O:16])=[CH:12]2)=[CH:7][CH:6]=1)(=O)C.Cl.